Dataset: Forward reaction prediction with 1.9M reactions from USPTO patents (1976-2016). Task: Predict the product of the given reaction. (1) Given the reactants [CH2:1]([O:8][C:9](=[O:39])[N:10]([C@H:20]1[C@@H:23]([CH2:24][C:25]#[CH:26])[N:22]([CH2:27][C:28]2[CH:33]=[CH:32][C:31]([O:34][CH3:35])=[CH:30][C:29]=2[O:36][CH3:37])[C:21]1=[O:38])[CH2:11][C:12]1[CH:17]=[CH:16][C:15]([O:18][CH3:19])=[CH:14][CH:13]=1)[C:2]1[CH:7]=[CH:6][CH:5]=[CH:4][CH:3]=1.C(O)(C)(C)C.O=C1O[C@H]([C@H](CO)O)C([O-])=C1O.[Na+].[C:58]([NH:65][CH2:66][CH2:67][N:68]=[N+:69]=[N-:70])([O:60][C:61]([CH3:64])([CH3:63])[CH3:62])=[O:59], predict the reaction product. The product is: [CH2:1]([O:8][C:9](=[O:39])[N:10]([C@@H:20]1[C:21](=[O:38])[N:22]([CH2:27][C:28]2[CH:33]=[CH:32][C:31]([O:34][CH3:35])=[CH:30][C:29]=2[O:36][CH3:37])[C@@H:23]1[CH2:24][C:25]1[N:70]=[N:69][N:68]([CH2:67][CH2:66][NH:65][C:58]([O:60][C:61]([CH3:64])([CH3:63])[CH3:62])=[O:59])[CH:26]=1)[CH2:11][C:12]1[CH:13]=[CH:14][C:15]([O:18][CH3:19])=[CH:16][CH:17]=1)[C:2]1[CH:7]=[CH:6][CH:5]=[CH:4][CH:3]=1. (2) Given the reactants [CH:1]1([C:7]2([C:20]([OH:22])=[O:21])[CH2:13][CH:12]3[N:14](C(OCC)=O)[CH:9]([CH2:10][CH2:11]3)[CH2:8]2)[CH2:6][CH2:5][CH2:4][CH2:3][CH2:2]1.[I:23][Si](C)(C)C, predict the reaction product. The product is: [I-:23].[C:20]([C:7]1([CH:1]2[CH2:2][CH2:3][CH2:4][CH2:5][CH2:6]2)[CH2:8][CH:9]2[NH2+:14][CH:12]([CH2:11][CH2:10]2)[CH2:13]1)([OH:22])=[O:21]. (3) Given the reactants [CH2:1]([C:5]1[CH:6]=[C:7]([C:11]([OH:13])=O)[S:8][C:9]=1[CH3:10])[CH:2]([CH3:4])[CH3:3].[CH2:14]([O:17][C:18]1[CH:27]=[CH:26][C:21]([C:22]([NH:24]O)=[NH:23])=[C:20]([O:28][CH3:29])[CH:19]=1)[CH:15]=[CH2:16].CCN(C(C)C)C(C)C.CN(C(ON1N=NC2C=CC=CC1=2)=[N+](C)C)C.[B-](F)(F)(F)F, predict the reaction product. The product is: [CH2:14]([O:17][C:18]1[CH:27]=[CH:26][C:21]([C:22]2[N:23]=[C:11]([C:7]3[S:8][C:9]([CH3:10])=[C:5]([CH2:1][CH:2]([CH3:3])[CH3:4])[CH:6]=3)[O:13][N:24]=2)=[C:20]([O:28][CH3:29])[CH:19]=1)[CH:15]=[CH2:16]. (4) Given the reactants Br[C:2]1[CH:7]=[CH:6][C:5]([C:8]([N:10]2[CH2:14][CH2:13][CH2:12][C@H:11]2[CH2:15][N:16]2[CH2:20][CH2:19][CH2:18][CH2:17]2)=[O:9])=[C:4]([F:21])[CH:3]=1.[F:22][C:23]([F:34])([F:33])[C:24]1[CH:25]=[C:26](B(O)O)[CH:27]=[CH:28][CH:29]=1, predict the reaction product. The product is: [F:21][C:4]1[CH:3]=[C:2]([C:28]2[CH:27]=[CH:26][CH:25]=[C:24]([C:23]([F:34])([F:33])[F:22])[CH:29]=2)[CH:7]=[CH:6][C:5]=1[C:8]([N:10]1[CH2:14][CH2:13][CH2:12][C@H:11]1[CH2:15][N:16]1[CH2:20][CH2:19][CH2:18][CH2:17]1)=[O:9].